From a dataset of Catalyst prediction with 721,799 reactions and 888 catalyst types from USPTO. Predict which catalyst facilitates the given reaction. (1) Reactant: CC([N:5]([CH2:9][CH2:10][NH:11][S:12]([C:15]1[CH:20]=[CH:19][C:18]([C:21]2[CH:26]=[CH:25][N:24]=[C:23]3[N:27](S(C4C=CC(C)=CC=4)(=O)=O)[C:28]([C:30]#[C:31][CH2:32][OH:33])=[CH:29][C:22]=23)=[CH:17][CH:16]=1)(=[O:14])=[O:13])[C:6](=[O:8])[O-:7])(C)C.C1(C)C=CC(S(O)(=O)=O)=CC=1. Product: [CH:6]([OH:8])=[O:7].[NH2:5][CH2:9][CH2:10][NH:11][S:12]([C:15]1[CH:20]=[CH:19][C:18]([C:21]2[CH:26]=[CH:25][N:24]=[C:23]3[NH:27][C:28]([C:30]#[C:31][CH2:32][OH:33])=[CH:29][C:22]=23)=[CH:17][CH:16]=1)(=[O:13])=[O:14]. The catalyst class is: 22. (2) Reactant: [NH2:1][C:2]1[CH:3]=[C:4]([N:12]([CH2:20][CH2:21][CH2:22][N:23]([CH3:25])[CH3:24])[C:13](=[O:19])[O:14][C:15]([CH3:18])([CH3:17])[CH3:16])[CH:5]=[C:6]([C:8]([F:11])([F:10])[F:9])[CH:7]=1.[ClH:26].C(OCC)C. Product: [ClH:26].[NH2:1][C:2]1[CH:3]=[C:4]([N:12]([CH2:20][CH2:21][CH2:22][N:23]([CH3:25])[CH3:24])[C:13](=[O:19])[O:14][C:15]([CH3:16])([CH3:17])[CH3:18])[CH:5]=[C:6]([C:8]([F:11])([F:10])[F:9])[CH:7]=1. The catalyst class is: 5. (3) Reactant: C([Si](C(C)(C)C)(C1C=CC=CC=1)[O:6][CH2:7][CH:8]([CH3:39])[O:9][C:10]1[CH:11]=[C:12]([O:28][C:29]2[CH:34]=[CH:33][C:32]([S:35]([CH3:38])(=[O:37])=[O:36])=[CH:31][CH:30]=2)[CH:13]=[C:14]2[C:18]=1[NH:17][C:16]([C:19]1[S:20][CH:21]([CH2:24][C:25]([NH2:27])=[O:26])[CH2:22][N:23]=1)=[CH:15]2)(C)(C)C.[F-].C([N+](CCCC)(CCCC)CCCC)CCC.[Cl-].[NH4+].CO. Product: [OH:6][CH2:7][CH:8]([CH3:39])[O:9][C:10]1[CH:11]=[C:12]([O:28][C:29]2[CH:34]=[CH:33][C:32]([S:35]([CH3:38])(=[O:36])=[O:37])=[CH:31][CH:30]=2)[CH:13]=[C:14]2[C:18]=1[NH:17][C:16]([C:19]1[S:20][CH:21]([CH2:24][C:25]([NH2:27])=[O:26])[CH2:22][N:23]=1)=[CH:15]2. The catalyst class is: 54.